The task is: Predict the reactants needed to synthesize the given product.. This data is from Full USPTO retrosynthesis dataset with 1.9M reactions from patents (1976-2016). (1) Given the product [CH3:22][S:14][C:13]1[NH:15][C:16](=[O:17])[CH:18]=[CH:19][N:12]=1, predict the reactants needed to synthesize it. The reactants are: [OH-].[Na+].[C@@H]1([N:12]2[CH:19]=[CH:18][C:16](=[O:17])[NH:15][C:13]2=[S:14])O[C@H](CO)[C@@H](O)[C@H]1O.CI.[C:22](O)(=O)C. (2) Given the product [N+:24]([C:21]1[CH:4]=[C:3]2[CH2:2][CH2:1][C:5]([C:13]([O:15][CH2:16][CH3:17])=[O:14])([C:6]([O:8][C:9]([CH3:10])([CH3:11])[CH3:12])=[O:7])[C:18]2=[N:19][CH:20]=1)([O-:26])=[O:25], predict the reactants needed to synthesize it. The reactants are: [CH2:1]([C:5]([C:18]1N=C[C:21]([N+:24]([O-:26])=[O:25])=[CH:20][N:19]=1)([C:13]([O:15][CH2:16][CH3:17])=[O:14])[C:6]([O:8][C:9]([CH3:12])([CH3:11])[CH3:10])=[O:7])[CH2:2][C:3]#[CH:4].